This data is from Reaction yield outcomes from USPTO patents with 853,638 reactions. The task is: Predict the reaction yield, written as a fraction of the theoretical maximum amount of product (1.0 means a 100% yield; for example, 0.34 means a 34% yield). The reactants are O[N:2]1C(=O)CCC1=O.C1(N=C=NC2CCCCC2)CCCCC1.[CH3:24][C:25]1([CH3:39])[CH2:30][C:29]([CH3:32])([CH3:31])[CH2:28][C:27]([CH2:35][C:36](O)=[O:37])([CH:33]=[CH2:34])[CH2:26]1.[NH4+].[OH-]. The catalyst is C1COCC1. The product is [CH3:24][C:25]1([CH3:39])[CH2:30][C:29]([CH3:32])([CH3:31])[CH2:28][C:27]([CH2:35][C:36]([NH2:2])=[O:37])([CH:33]=[CH2:34])[CH2:26]1. The yield is 0.760.